This data is from Forward reaction prediction with 1.9M reactions from USPTO patents (1976-2016). The task is: Predict the product of the given reaction. (1) Given the reactants [OH:1][NH:2][C:3](=[O:9])[O:4][C:5]([CH3:8])([CH3:7])[CH3:6].Br[CH2:11][CH2:12][CH2:13][CH2:14][CH3:15].C1CCN2C(=NCCC2)CC1, predict the reaction product. The product is: [CH2:11]([O:1][NH:2][C:3](=[O:9])[O:4][C:5]([CH3:8])([CH3:7])[CH3:6])[CH2:12][CH2:13][CH2:14][CH3:15]. (2) Given the reactants [CH3:1][N:2]1[C:7](=[O:8])[C:6]2=[C:9](SC)[N:10]([CH2:12][C:13]3[CH:18]=[CH:17][C:16]([C:19]4[CH:24]=[CH:23][CH:22]=[C:21]([F:25])[N:20]=4)=[CH:15][CH:14]=3)[N:11]=[C:5]2[N:4]2[C@H:28]3[CH2:33][CH2:32][CH2:31][C@H:29]3[N:30]=[C:3]12.O[O:35][S:36]([O-:38])=O.[K+].[CH3:40]C#N, predict the reaction product. The product is: [CH3:1][N:2]1[C:7](=[O:8])[C:6]2=[C:9]([S:36]([CH3:40])(=[O:38])=[O:35])[N:10]([CH2:12][C:13]3[CH:14]=[CH:15][C:16]([C:19]4[CH:24]=[CH:23][CH:22]=[C:21]([F:25])[N:20]=4)=[CH:17][CH:18]=3)[N:11]=[C:5]2[N:4]2[C@H:28]3[CH2:33][CH2:32][CH2:31][C@H:29]3[N:30]=[C:3]12.